This data is from Reaction yield outcomes from USPTO patents with 853,638 reactions. The task is: Predict the reaction yield, written as a fraction of the theoretical maximum amount of product (1.0 means a 100% yield; for example, 0.34 means a 34% yield). (1) The reactants are Br[C:2]1[NH:3][C:4]2[C:9]([C:10]=1[CH:11]1[CH2:16][CH2:15][CH2:14][CH2:13][CH2:12]1)=[CH:8][CH:7]=[C:6]([C:17]([O:19][CH3:20])=[O:18])[CH:5]=2.[CH3:21][O:22][C:23]1[CH:28]=[CH:27][C:26](B(O)O)=[C:25]([CH:32]=[O:33])[CH:24]=1.[Li+].[Cl-].C([O-])([O-])=O.[Na+].[Na+]. The catalyst is CCO.C1(C)C=CC=CC=1.C1C=CC([P]([Pd]([P](C2C=CC=CC=2)(C2C=CC=CC=2)C2C=CC=CC=2)([P](C2C=CC=CC=2)(C2C=CC=CC=2)C2C=CC=CC=2)[P](C2C=CC=CC=2)(C2C=CC=CC=2)C2C=CC=CC=2)(C2C=CC=CC=2)C2C=CC=CC=2)=CC=1. The product is [CH:11]1([C:10]2[C:9]3[C:4](=[CH:5][C:6]([C:17]([O:19][CH3:20])=[O:18])=[CH:7][CH:8]=3)[N:3]3[CH:32]([OH:33])[C:25]4[C:26]([C:2]=23)=[CH:27][CH:28]=[C:23]([O:22][CH3:21])[CH:24]=4)[CH2:16][CH2:15][CH2:14][CH2:13][CH2:12]1. The yield is 0.630. (2) The reactants are [CH3:1][O:2][CH2:3][CH2:4][O:5][CH2:6][CH2:7][O:8][CH2:9][CH2:10]O.C1C(=O)N([O:19][C:20]([O:22][N:23]2[C:28](=[O:29])[CH2:27][CH2:26][C:24]2=[O:25])=[O:21])C(=O)C1.C(N(CC)CC)C.C(OCC)(=O)C. The catalyst is C(#N)C. The product is [CH3:1][O:2][CH2:3][CH2:4][O:5][CH2:6][CH2:7][O:8][CH2:9][CH2:10][O:19][C:20](=[O:21])[O:22][N:23]1[C:24](=[O:25])[CH2:26][CH2:27][C:28]1=[O:29]. The yield is 0.200. (3) The reactants are [Cl:1][C:2]1[N:7]=[C:6]([C:8]2[CH:9]=[C:10]([C:15]([F:18])([F:17])[F:16])[C:11]([NH2:14])=[N:12][CH:13]=2)[CH:5]=[C:4](Cl)[N:3]=1.Cl.[C@H:21]12[CH2:27][C@H:24]([NH:25][CH2:26]1)[CH2:23][N:22]2[C:28]([O:30][C:31]([CH3:34])([CH3:33])[CH3:32])=[O:29].C(N(C(C)C)C(C)C)C.O. The catalyst is O1CCCC1. The product is [NH2:14][C:11]1[N:12]=[CH:13][C:8]([C:6]2[N:7]=[C:2]([Cl:1])[N:3]=[C:4]([N:25]3[CH2:26][C@@H:21]4[CH2:27][C@H:24]3[CH2:23][N:22]4[C:28]([O:30][C:31]([CH3:34])([CH3:33])[CH3:32])=[O:29])[CH:5]=2)=[CH:9][C:10]=1[C:15]([F:18])([F:17])[F:16]. The yield is 0.481.